Dataset: Full USPTO retrosynthesis dataset with 1.9M reactions from patents (1976-2016). Task: Predict the reactants needed to synthesize the given product. (1) Given the product [C:26]([O:29][C@@H:30]([C@H:32]1[C:35](=[O:36])[NH:34][C@@H:33]1[C@@H:37]([CH3:41])[C:38]([N:23]1[CH2:24][CH2:25][N:20]([CH3:19])[CH2:21][CH2:22]1)=[O:40])[CH3:31])(=[O:28])[CH3:27], predict the reactants needed to synthesize it. The reactants are: [Cl-].COC1N=C(OC)N=C([N+]2(C)CCOCC2)N=1.[CH3:19][N:20]1[CH2:25][CH2:24][NH:23][CH2:22][CH2:21]1.[C:26]([O:29][C@@H:30]([C@H:32]1[C:35](=[O:36])[NH:34][C@@H:33]1[C@@H:37]([CH3:41])[C:38]([OH:40])=O)[CH3:31])(=[O:28])[CH3:27]. (2) Given the product [C:27]([O:30][C:31](=[O:32])[NH:33][CH:34]1[CH2:39][CH2:38][N:37]([S:14]([C:13]2[C:7]3[O:6][C:5]([C:1]([CH3:4])([CH3:3])[CH3:2])=[N:9][C:8]=3[CH:10]=[CH:11][C:12]=2[Cl:18])(=[O:16])=[O:15])[CH2:36][CH2:35]1)([CH3:29])([CH3:26])[CH3:28], predict the reactants needed to synthesize it. The reactants are: [C:1]([C:5]1[O:6][C:7]2[C:13]([S:14](Cl)(=[O:16])=[O:15])=[C:12]([Cl:18])[CH:11]=[CH:10][C:8]=2[N:9]=1)([CH3:4])([CH3:3])[CH3:2].C(N(CC)CC)C.[CH3:26][C:27]([O:30][C:31]([NH:33][CH:34]1[CH2:39][CH2:38][NH:37][CH2:36][CH2:35]1)=[O:32])([CH3:29])[CH3:28]. (3) Given the product [Br-:54].[NH2:1][C:2]1[N:7]2[N:8]=[CH:9][C:10]([C:11]3[CH:12]=[C:13]([N:17]4[CH2:18][CH2:19][N+:20]([CH2:47][C:48]5[CH:53]=[CH:52][CH:51]=[CH:50][CH:49]=5)([CH3:23])[CH2:21][CH2:22]4)[CH:14]=[CH:15][CH:16]=3)=[C:6]2[N:5]=[CH:4][C:3]=1[C:24]1[CH:29]=[CH:28][CH:27]=[C:26]([NH:30][S:31]([C:34]2[CH:39]=[CH:38][CH:37]=[CH:36][C:35]=2[Cl:40])(=[O:32])=[O:33])[CH:25]=1, predict the reactants needed to synthesize it. The reactants are: [NH2:1][C:2]1[N:7]2[N:8]=[CH:9][C:10]([C:11]3[CH:16]=[CH:15][CH:14]=[C:13]([N:17]4[CH2:22][CH2:21][N:20]([CH3:23])[CH2:19][CH2:18]4)[CH:12]=3)=[C:6]2[N:5]=[CH:4][C:3]=1[C:24]1[CH:25]=[C:26]([NH:30][S:31]([C:34]2[CH:39]=[CH:38][CH:37]=[CH:36][C:35]=2[Cl:40])(=[O:33])=[O:32])[CH:27]=[CH:28][CH:29]=1.C([O-])([O-])=O.[K+].[K+].[CH2:47]([Br:54])[C:48]1[CH:53]=[CH:52][CH:51]=[CH:50][CH:49]=1.